Predict the reactants needed to synthesize the given product. From a dataset of Full USPTO retrosynthesis dataset with 1.9M reactions from patents (1976-2016). (1) Given the product [Cl:1][C:2]1[C:3]([C:34]2[CH:39]=[C:38]([F:40])[CH:37]=[CH:36][C:35]=2[O:41][CH3:42])=[C:4]2[CH:10]=[C:9]([C:11]3[CH2:16][CH2:15][N:14]([C:17]([O:19][C:20]([CH3:23])([CH3:22])[CH3:21])=[O:18])[CH2:13][CH:12]=3)[NH:8][C:5]2=[N:6][CH:7]=1, predict the reactants needed to synthesize it. The reactants are: [Cl:1][C:2]1[C:3]([C:34]2[CH:39]=[C:38]([F:40])[CH:37]=[CH:36][C:35]=2[O:41][CH3:42])=[C:4]2[CH:10]=[C:9]([C:11]3[CH2:16][CH2:15][N:14]([C:17]([O:19][C:20]([CH3:23])([CH3:22])[CH3:21])=[O:18])[CH2:13][CH:12]=3)[N:8](S(C3C=CC(C)=CC=3)(=O)=O)[C:5]2=[N:6][CH:7]=1.[OH-].[Na+]. (2) Given the product [CH2:1]([O:3][C:4]([C:6]1[CH:11]=[CH:10][C:9]([C:12]([F:15])([F:13])[F:14])=[C:8]([CH2:16][Br:17])[N:7]=1)=[O:5])[CH3:2], predict the reactants needed to synthesize it. The reactants are: [CH2:1]([O:3][C:4]([C:6]1[CH:11]=[CH:10][C:9]([C:12]([F:15])([F:14])[F:13])=[C:8]([CH3:16])[N:7]=1)=[O:5])[CH3:2].[Br:17]N1C(=O)CCC1=O. (3) Given the product [OH:16][C:15]1[C:14]([O:17][CH3:18])=[CH:13][CH:12]=[C:9]([CH:10]=[O:11])[C:8]=1[C:27]1[CH:28]=[CH:29][C:24]([O:23][Si:22]([CH:70]([CH3:72])[CH3:71])([CH:73]([CH3:75])[CH3:74])[CH:19]([CH3:20])[CH3:21])=[CH:25][CH:26]=1, predict the reactants needed to synthesize it. The reactants are: C([O-])([O-])=O.[K+].[K+].Br[C:8]1[C:15]([OH:16])=[C:14]([O:17][CH3:18])[CH:13]=[CH:12][C:9]=1[CH:10]=[O:11].[CH:19]([Si:22]([CH:73]([CH3:75])[CH3:74])([CH:70]([CH3:72])[CH3:71])[O:23][C:24]1[CH:29]=[CH:28][C:27](B2OB([C:27]3[CH:28]=[CH:29][C:24]([O:23][Si:22]([CH:19]([CH3:21])[CH3:20])([CH:70]([CH3:72])[CH3:71])[CH:73]([CH3:75])[CH3:74])=[CH:25][CH:26]=3)OB([C:27]3[CH:28]=[CH:29][C:24]([O:23][Si:22]([CH:19]([CH3:21])[CH3:20])([CH:70]([CH3:72])[CH3:71])[CH:73]([CH3:75])[CH3:74])=[CH:25][CH:26]=3)O2)=[CH:26][CH:25]=1)([CH3:21])[CH3:20].